Dataset: Full USPTO retrosynthesis dataset with 1.9M reactions from patents (1976-2016). Task: Predict the reactants needed to synthesize the given product. (1) Given the product [CH:10]1([C@H:14]([NH:16][C:17]2[N:25]=[C:24]([C:26](=[N:2][OH:3])[NH2:27])[N:23]=[C:22]3[C:18]=2[N:19]([CH2:37][C@H:38]2[CH2:39][CH2:40][C@H:41]([CH3:44])[CH2:42][CH2:43]2)[C:20]([C:28]([F:35])([F:36])[C:29]2[CH:34]=[CH:33][CH:32]=[CH:31][CH:30]=2)=[N:21]3)[CH3:15])[CH2:11][CH2:12][CH2:13]1, predict the reactants needed to synthesize it. The reactants are: Cl.[NH2:2][OH:3].C(=O)(O)[O-].[Na+].O.[CH:10]1([C@H:14]([NH:16][C:17]2[N:25]=[C:24]([C:26]#[N:27])[N:23]=[C:22]3[C:18]=2[N:19]([CH2:37][C@H:38]2[CH2:43][CH2:42][C@H:41]([CH3:44])[CH2:40][CH2:39]2)[C:20]([C:28]([F:36])([F:35])[C:29]2[CH:34]=[CH:33][CH:32]=[CH:31][CH:30]=2)=[N:21]3)[CH3:15])[CH2:13][CH2:12][CH2:11]1. (2) Given the product [F:24][CH:23]([F:25])[O:1][C:2]1[N:6]([C:7]2[CH:12]=[CH:11][CH:10]=[CH:9][CH:8]=2)[N:5]=[C:4]([C:13]([F:16])([F:15])[F:14])[C:3]=1[CH2:17][OH:18], predict the reactants needed to synthesize it. The reactants are: [OH:1][C:2]1[N:6]([C:7]2[CH:12]=[CH:11][CH:10]=[CH:9][CH:8]=2)[N:5]=[C:4]([C:13]([F:16])([F:15])[F:14])[CH:3]=1.[CH2:17]=[O:18].C(#N)C.Cl[CH:23]([F:25])[F:24]. (3) Given the product [N:20]([CH2:9][C:8]([C:6]1[C:5]([F:17])=[CH:4][CH:3]=[C:2]([Br:1])[N:7]=1)([OH:16])[CH3:15])=[N+:21]=[N-:22], predict the reactants needed to synthesize it. The reactants are: [Br:1][C:2]1[N:7]=[C:6]([C:8]([OH:16])([CH3:15])[CH2:9]OS(C)(=O)=O)[C:5]([F:17])=[CH:4][CH:3]=1.[Cl-].[NH4+].[N-:20]=[N+:21]=[N-:22].[Na+]. (4) Given the product [ClH:1].[ClH:1].[CH3:9][C:8]1[C:3]([CH2:2][NH:14][C:15]([SH:16])=[NH:17])=[C:4]([CH3:13])[CH:5]=[C:6]([CH3:12])[C:7]=1[CH2:10][NH:17][C:15]([SH:16])=[NH:14], predict the reactants needed to synthesize it. The reactants are: [Cl:1][CH2:2][C:3]1[C:8]([CH3:9])=[C:7]([CH2:10]Cl)[C:6]([CH3:12])=[CH:5][C:4]=1[CH3:13].[NH2:14][C:15]([NH2:17])=[S:16]. (5) Given the product [CH3:21][O:22][C:23]1[CH:30]=[CH:29][C:26]([CH2:27][N:1]2[C:9]3[C:4](=[CH:5][CH:6]=[CH:7][CH:8]=3)[C:3]([CH:11]([N:18]([CH3:20])[CH3:19])[C:12]3[CH:17]=[CH:16][CH:15]=[CH:14][CH:13]=3)=[CH:2]2)=[CH:25][CH:24]=1, predict the reactants needed to synthesize it. The reactants are: [NH:1]1[C:9]2[C:4](=[CH:5][CH:6]=[CH:7][CH:8]=2)[CH:3]=[CH:2]1.[Cl-].[CH:11](=[N+:18]([CH3:20])[CH3:19])[C:12]1[CH:17]=[CH:16][CH:15]=[CH:14][CH:13]=1.[CH3:21][O:22][C:23]1[CH:30]=[CH:29][C:26]([CH2:27]Cl)=[CH:25][CH:24]=1. (6) Given the product [NH2:35][C:16]1[CH:17]=[C:18]([CH2:21][N:22]([C@H:29]([C:31]([CH3:34])([CH3:33])[CH3:32])[CH3:30])[C:23](=[O:28])[C:24]([F:27])([F:26])[F:25])[CH:19]=[CH:20][C:15]=1[NH:14][CH:11]1[CH2:10][CH2:9][N:8]([C:6]([O:5][C:1]([CH3:2])([CH3:4])[CH3:3])=[O:7])[CH2:13][CH2:12]1, predict the reactants needed to synthesize it. The reactants are: [C:1]([O:5][C:6]([N:8]1[CH2:13][CH2:12][CH:11]([NH:14][C:15]2[CH:20]=[CH:19][C:18]([CH2:21][N:22]([C@H:29]([C:31]([CH3:34])([CH3:33])[CH3:32])[CH3:30])[C:23](=[O:28])[C:24]([F:27])([F:26])[F:25])=[CH:17][C:16]=2[N+:35]([O-])=O)[CH2:10][CH2:9]1)=[O:7])([CH3:4])([CH3:3])[CH3:2].